From a dataset of Catalyst prediction with 721,799 reactions and 888 catalyst types from USPTO. Predict which catalyst facilitates the given reaction. Reactant: C(Cl)Cl.[C:4]([OH:10])([C:6](F)(F)F)=[O:5].[CH3:11][CH2:12][N:13](C(C)C)C(C)C.C[CH2:21][O:22]P(ON1N=NC2C=CC=CC=2C1=O)(OCC)=O. Product: [NH4+:13].[OH-:5].[CH3:21][OH:22].[CH3:11][CH2:12][O:10][C:4]([CH3:6])=[O:5]. The catalyst class is: 1.